Predict the reaction yield, written as a fraction of the theoretical maximum amount of product (1.0 means a 100% yield; for example, 0.34 means a 34% yield). From a dataset of Reaction yield outcomes from USPTO patents with 853,638 reactions. (1) The reactants are [C:1]([NH:4][NH:5][C:6](=O)[CH2:7][O:8][C@H:9]1[CH2:14][CH2:13][C@H:12]([N:15]2[C:20](=[O:21])[C:19]([CH2:22][C:23]3[CH:28]=[CH:27][C:26]([C:29]4[CH:34]=[CH:33][CH:32]=[CH:31][C:30]=4[C:35]#[N:36])=[CH:25][CH:24]=3)=[C:18]([CH2:37][CH2:38][CH3:39])[N:17]3[N:40]=[CH:41][N:42]=[C:16]23)[CH2:11][CH2:10]1)(=[O:3])[CH3:2].CC1C=CC(S(Cl)(=O)=O)=CC=1.N1C=CC=CC=1.Cl. The catalyst is C(OCC)(=O)C. The product is [CH3:2][C:1]1[O:3][C:6]([CH2:7][O:8][C@H:9]2[CH2:14][CH2:13][C@H:12]([N:15]3[C:20](=[O:21])[C:19]([CH2:22][C:23]4[CH:28]=[CH:27][C:26]([C:29]5[C:30]([C:35]#[N:36])=[CH:31][CH:32]=[CH:33][CH:34]=5)=[CH:25][CH:24]=4)=[C:18]([CH2:37][CH2:38][CH3:39])[N:17]4[N:40]=[CH:41][N:42]=[C:16]34)[CH2:11][CH2:10]2)=[N:5][N:4]=1. The yield is 0.600. (2) The reactants are [CH2:1]([O:8][C:9]1[CH:14]=[C:13]([O:15][CH2:16][C:17]2[CH:22]=[CH:21][CH:20]=[CH:19][CH:18]=2)[CH:12]=[C:11]([O:23][C:24]2[CH:29]=[CH:28][C:27]([N+:30]([O-:32])=[O:31])=[CH:26][CH:25]=2)[C:10]=1[C:33]1[O:37][N:36]=[C:35]([C:38]([O:40]CC)=[O:39])[CH:34]=1)[C:2]1[CH:7]=[CH:6][CH:5]=[CH:4][CH:3]=1.[OH-].[K+].Cl. The catalyst is C(O)C.C(OCC)(=O)C. The product is [CH2:1]([O:8][C:9]1[CH:14]=[C:13]([O:15][CH2:16][C:17]2[CH:22]=[CH:21][CH:20]=[CH:19][CH:18]=2)[CH:12]=[C:11]([O:23][C:24]2[CH:29]=[CH:28][C:27]([N+:30]([O-:32])=[O:31])=[CH:26][CH:25]=2)[C:10]=1[C:33]1[O:37][N:36]=[C:35]([C:38]([OH:40])=[O:39])[CH:34]=1)[C:2]1[CH:3]=[CH:4][CH:5]=[CH:6][CH:7]=1. The yield is 0.860. (3) The reactants are [CH:1]1([N:7]([CH2:18][CH:19]2[CH2:21][CH2:20]2)[C:8]2[N:13]=[CH:12][N:11]=[C:10]([C:14]([O:16]C)=[O:15])[CH:9]=2)[CH2:6][CH2:5][CH2:4][CH2:3][CH2:2]1.O.[OH-].[Li+]. The catalyst is C1COCC1.CCO.O. The product is [CH:1]1([N:7]([CH2:18][CH:19]2[CH2:20][CH2:21]2)[C:8]2[N:13]=[CH:12][N:11]=[C:10]([C:14]([OH:16])=[O:15])[CH:9]=2)[CH2:2][CH2:3][CH2:4][CH2:5][CH2:6]1. The yield is 0.925.